From a dataset of Full USPTO retrosynthesis dataset with 1.9M reactions from patents (1976-2016). Predict the reactants needed to synthesize the given product. (1) The reactants are: [CH2:1]([O:3][C:4](=[O:17])[CH2:5][C:6](=O)[CH2:7][C:8]1[CH:13]=[C:12]([F:14])[CH:11]=[CH:10][C:9]=1[F:15])[CH3:2].[CH2:18]([NH2:25])[C:19]1[CH:24]=[CH:23][CH:22]=[CH:21][CH:20]=1.C([BH3-])#N.[Na+].Cl.[OH-].[Na+]. Given the product [CH2:1]([O:3][C:4](=[O:17])[CH2:5][CH:6]([NH:25][CH2:18][C:19]1[CH:24]=[CH:23][CH:22]=[CH:21][CH:20]=1)[CH2:7][C:8]1[CH:13]=[C:12]([F:14])[CH:11]=[CH:10][C:9]=1[F:15])[CH3:2], predict the reactants needed to synthesize it. (2) Given the product [O:49]=[C:43]1[CH:42]([N:36]2[C:35](=[O:50])[C:34]3[C:38](=[CH:39][CH:40]=[C:32]([CH2:31][NH:30][C:10]([C:7]4[N:8]=[N:9][C:4]([S:3][CH2:1][CH3:2])=[CH:5][CH:6]=4)=[O:12])[CH:33]=3)[C:37]2=[O:41])[CH2:47][CH2:46][C:45](=[O:48])[NH:44]1, predict the reactants needed to synthesize it. The reactants are: [CH2:1]([S:3][C:4]1[N:9]=[N:8][C:7]([C:10]([OH:12])=O)=[CH:6][CH:5]=1)[CH3:2].C1N=CN(C(N2C=NC=C2)=O)C=1.CS(O)(=O)=O.[NH2:30][CH2:31][C:32]1[CH:33]=[C:34]2[C:38](=[CH:39][CH:40]=1)[C:37](=[O:41])[N:36]([CH:42]1[CH2:47][CH2:46][C:45](=[O:48])[NH:44][C:43]1=[O:49])[C:35]2=[O:50].O. (3) The reactants are: [CH3:1][O:2][C:3](=[O:14])[CH2:4][C:5]1[CH:13]=[CH:12][C:8]([C:9]([OH:11])=O)=[CH:7][CH:6]=1.C(Cl)(=O)C(Cl)=O.[C:21]1([O:27][CH3:28])[CH:26]=[CH:25][CH:24]=[CH:23][CH:22]=1.[Al+3].[Cl-].[Cl-].[Cl-].Cl. Given the product [CH3:28][O:27][C:21]1[CH:26]=[CH:25][C:24]([C:9]([C:8]2[CH:7]=[CH:6][C:5]([CH2:4][C:3]([O:2][CH3:1])=[O:14])=[CH:13][CH:12]=2)=[O:11])=[CH:23][CH:22]=1, predict the reactants needed to synthesize it. (4) Given the product [Cl:8][C:9]1[CH:10]=[C:11]([C:15]2[C:16]([C:17]([OH:19])=[O:18])=[N:6][N:5]([CH3:3])[CH:21]=2)[CH:12]=[CH:13][CH:14]=1, predict the reactants needed to synthesize it. The reactants are: CN[C:3]([NH:5][N:6]=O)=N.[Cl:8][C:9]1[CH:10]=[C:11](/[CH:15]=[CH:16]/[C:17]([O:19]C)=[O:18])[CH:12]=[CH:13][CH:14]=1.[C:21](=O)([O-])[O-].[Cs+].[Cs+].IC.C([O-])(=O)C.C([O-])(=O)C.C([O-])(=O)C.C([O-])(=O)C.[Pb+4].Cl. (5) Given the product [Cl:20][C:19]1[N:18]=[CH:17][C:16]([C:21]2[CH:33]=[CH:32][C:24]3[N:25]=[C:26]([NH:28][C:29](=[O:31])[CH3:30])[S:27][C:23]=3[CH:22]=2)=[CH:15][C:14]=1[NH:13][S:10]([C:7]1[CH:6]=[CH:5][C:4]([CH:1]([OH:3])[CH3:2])=[CH:9][CH:8]=1)(=[O:12])=[O:11], predict the reactants needed to synthesize it. The reactants are: [C:1]([C:4]1[CH:9]=[CH:8][C:7]([S:10]([NH:13][C:14]2[CH:15]=[C:16]([C:21]3[CH:33]=[CH:32][C:24]4[N:25]=[C:26]([NH:28][C:29](=[O:31])[CH3:30])[S:27][C:23]=4[CH:22]=3)[CH:17]=[N:18][C:19]=2[Cl:20])(=[O:12])=[O:11])=[CH:6][CH:5]=1)(=[O:3])[CH3:2].[BH4-].[Na+].